The task is: Predict the reactants needed to synthesize the given product.. This data is from Full USPTO retrosynthesis dataset with 1.9M reactions from patents (1976-2016). (1) Given the product [NH2:1][C:2]1[CH:7]=[CH:6][C:5]([C:8]2[CH2:9][C@@H:10]3[N:16]([CH:17]=2)[C:15](=[O:18])[C:14]2[CH:19]=[C:20]([O:61][CH3:62])[C:21]([O:23][CH2:24][CH2:25][CH2:26][O:27][C:28]4[C:58]([O:59][CH3:60])=[CH:57][C:31]5[C:32](=[O:56])[N:33]6[CH:48]=[C:47]([CH:79]=[CH:78][C:72]7[CH:77]=[CH:76][CH:75]=[CH:74][CH:73]=7)[CH2:46][C@H:34]6[C:35](=[O:45])[N:36]([CH2:37][O:38][CH2:39][CH2:40][Si:41]([CH3:44])([CH3:43])[CH3:42])[C:30]=5[CH:29]=4)=[CH:22][C:13]=2[N:12]([CH2:63][O:64][CH2:65][CH2:66][Si:67]([CH3:70])([CH3:69])[CH3:68])[C:11]3=[O:71])=[CH:4][CH:3]=1, predict the reactants needed to synthesize it. The reactants are: [NH2:1][C:2]1[CH:7]=[CH:6][C:5]([C:8]2[CH2:9][C@@H:10]3[N:16]([CH:17]=2)[C:15](=[O:18])[C:14]2[CH:19]=[C:20]([O:61][CH3:62])[C:21]([O:23][CH2:24][CH2:25][CH2:26][O:27][C:28]4[C:58]([O:59][CH3:60])=[CH:57][C:31]5[C:32](=[O:56])[N:33]6[CH:48]=[C:47](S(C(F)(F)F)(=O)=O)[CH2:46][C@H:34]6[C:35](=[O:45])[N:36]([CH2:37][O:38][CH2:39][CH2:40][Si:41]([CH3:44])([CH3:43])[CH3:42])[C:30]=5[CH:29]=4)=[CH:22][C:13]=2[N:12]([CH2:63][O:64][CH2:65][CH2:66][Si:67]([CH3:70])([CH3:69])[CH3:68])[C:11]3=[O:71])=[CH:4][CH:3]=1.[C:72]1(/[CH:78]=[CH:79]/B(O)O)[CH:77]=[CH:76][CH:75]=[CH:74][CH:73]=1.C(N(CC)CC)C. (2) Given the product [Br:12][C:8]1[CH:7]=[C:6]([F:13])[C:5]([CH2:4][NH2:1])=[C:10]([F:11])[CH:9]=1, predict the reactants needed to synthesize it. The reactants are: [N:1]([CH2:4][C:5]1[C:10]([F:11])=[CH:9][C:8]([Br:12])=[CH:7][C:6]=1[F:13])=[N+]=[N-].C1C=CC(P(C2C=CC=CC=2)C2C=CC=CC=2)=CC=1.O.